Predict the reaction yield, written as a fraction of the theoretical maximum amount of product (1.0 means a 100% yield; for example, 0.34 means a 34% yield). From a dataset of Reaction yield outcomes from USPTO patents with 853,638 reactions. (1) The reactants are [CH2:1]1[C:13]2[NH:12][C:11]3[C:6](=[CH:7][C:8]([NH2:14])=[CH:9][CH:10]=3)[C:5]=2[CH2:4][CH2:3][CH2:2]1.[O:15]1[C:19]2[CH:20]=[CH:21][C:22]([C:24]3([C:27](O)=[O:28])[CH2:26][CH2:25]3)=[CH:23][C:18]=2[O:17][CH2:16]1.C(N(C(C)C)CC)(C)C.F[P-](F)(F)(F)(F)F.C[N+](C)=C(N(C)C)O. The catalyst is C(#N)C. The product is [O:15]1[C:19]2[CH:20]=[CH:21][C:22]([C:24]3([C:27]([NH:14][C:8]4[CH:7]=[C:6]5[C:11](=[CH:10][CH:9]=4)[NH:12][C:13]4[CH2:1][CH2:2][CH2:3][CH2:4][C:5]5=4)=[O:28])[CH2:25][CH2:26]3)=[CH:23][C:18]=2[O:17][CH2:16]1. The yield is 0.700. (2) The reactants are [Br:1][C:2]1[CH:3]=[C:4]([OH:9])[CH:5]=[C:6]([F:8])[CH:7]=1.[Si:10](Cl)([C:13]([CH3:16])([CH3:15])[CH3:14])([CH3:12])[CH3:11].N1C=CN=C1. The catalyst is C1COCC1. The product is [Br:1][C:2]1[CH:3]=[C:4]([CH:5]=[C:6]([F:8])[CH:7]=1)[O:9][Si:10]([C:13]([CH3:16])([CH3:15])[CH3:14])([CH3:12])[CH3:11]. The yield is 0.920. (3) The reactants are [Br:1][C:2]1[CH:17]=[CH:16][C:15]([N+:18]([O-])=O)=[CH:14][C:3]=1[CH2:4][N:5]([CH3:13])[C:6](=[O:12])[O:7][C:8]([CH3:11])([CH3:10])[CH3:9].[Cl-].[NH4+]. The catalyst is C(O)C.[Zn]. The product is [NH2:18][C:15]1[CH:16]=[CH:17][C:2]([Br:1])=[C:3]([CH:14]=1)[CH2:4][N:5]([CH3:13])[C:6](=[O:12])[O:7][C:8]([CH3:9])([CH3:10])[CH3:11]. The yield is 0.860.